This data is from Reaction yield outcomes from USPTO patents with 853,638 reactions. The task is: Predict the reaction yield, written as a fraction of the theoretical maximum amount of product (1.0 means a 100% yield; for example, 0.34 means a 34% yield). (1) The reactants are [NH2:1][C:2]1[C:7]([CH2:8][OH:9])=[CH:6][CH:5]=[CH:4][N:3]=1.[Br:10]Br. The yield is 0.810. The product is [BrH:10].[NH2:1][C:2]1[C:7]([CH2:8][OH:9])=[CH:6][C:5]([Br:10])=[CH:4][N:3]=1. The catalyst is CC(O)=O. (2) The reactants are [Cl:1][C:2]1[CH:3]=[C:4]([C:12]2[S:16][C:15]([C:17]3[CH:34]=[CH:33][C:20]4[CH2:21][CH2:22][N:23](C(OC(C)(C)C)=O)[CH2:24][CH2:25][C:19]=4[CH:18]=3)=[N:14][CH:13]=2)[CH:5]=[CH:6][C:7]=1[O:8][CH:9]([CH3:11])[CH3:10].FC(F)(F)C(O)=O. The catalyst is C(Cl)Cl. The product is [Cl:1][C:2]1[CH:3]=[C:4]([C:12]2[S:16][C:15]([C:17]3[CH:34]=[CH:33][C:20]4[CH2:21][CH2:22][NH:23][CH2:24][CH2:25][C:19]=4[CH:18]=3)=[N:14][CH:13]=2)[CH:5]=[CH:6][C:7]=1[O:8][CH:9]([CH3:11])[CH3:10]. The yield is 0.980. (3) The reactants are S(=O)(=O)(O)O.[CH3:6][C:7]1[CH:15]=[C:14]([N+:16]([O-:18])=[O:17])[CH:13]=[CH:12][C:8]=1[C:9]([OH:11])=[O:10].[N+:19]([O-])([OH:21])=[O:20]. No catalyst specified. The product is [CH3:6][C:7]1[CH:15]=[C:14]([N+:16]([O-:18])=[O:17])[C:13]([N+:19]([O-:21])=[O:20])=[CH:12][C:8]=1[C:9]([OH:11])=[O:10]. The yield is 0.850. (4) The reactants are [OH-].[Na+].[Cl:3][C:4]1[CH:5]=[C:6]2[C:12]3=[CH:13][C:14]4[C:22](=[CH:23][C:11]3=[N:10][C:7]2=[CH:8][CH:9]=1)[C:21]1[C:16](=[CH:17][CH:18]=[C:19]([Cl:24])[CH:20]=1)[N:15]=4.Br[CH2:26][CH2:27][CH2:28][CH2:29][CH2:30][CH2:31][CH2:32][CH2:33][CH2:34][CH2:35][CH2:36][CH3:37].CO. The catalyst is [Cl-].C([N+](CC)(CC)CC)C1C=CC=CC=1.CS(C)=O. The product is [Cl:24][C:19]1[CH:20]=[C:21]2[C:22]3=[CH:23][C:11]4[N:10]([CH2:26][CH2:27][CH2:28][CH2:29][CH2:30][CH2:31][CH2:32][CH2:33][CH2:34][CH2:35][CH2:36][CH3:37])[C:7]5[C:6]([C:12]=4[CH:13]=[C:14]3[N:15]([CH2:19][CH2:20][CH2:21][CH2:22][CH2:23][CH2:11][CH2:12][CH2:6][CH2:5][CH2:4][CH2:9][CH3:8])[C:16]2=[CH:17][CH:18]=1)=[CH:5][C:4]([Cl:3])=[CH:9][CH:8]=5. The yield is 0.880.